The task is: Regression. Given two drug SMILES strings and cell line genomic features, predict the synergy score measuring deviation from expected non-interaction effect.. This data is from NCI-60 drug combinations with 297,098 pairs across 59 cell lines. Drug 1: CC1=C(C=C(C=C1)NC2=NC=CC(=N2)N(C)C3=CC4=NN(C(=C4C=C3)C)C)S(=O)(=O)N.Cl. Drug 2: COC1=NC(=NC2=C1N=CN2C3C(C(C(O3)CO)O)O)N. Cell line: NCI-H322M. Synergy scores: CSS=-9.22, Synergy_ZIP=1.99, Synergy_Bliss=-6.13, Synergy_Loewe=-7.94, Synergy_HSA=-9.56.